Dataset: Reaction yield outcomes from USPTO patents with 853,638 reactions. Task: Predict the reaction yield, written as a fraction of the theoretical maximum amount of product (1.0 means a 100% yield; for example, 0.34 means a 34% yield). (1) The reactants are [F:1][C:2]1[CH:7]=[CH:6][C:5]([S:8][CH2:9][CH2:10][CH2:11][C:12]([OH:14])=O)=[CH:4][CH:3]=1.[Br:15][C:16]1[CH:17]=[CH:18][C:19]([O:25][CH3:26])=[C:20]([CH:24]=1)[CH2:21][NH:22][CH3:23]. No catalyst specified. The product is [Br:15][C:16]1[CH:17]=[CH:18][C:19]([O:25][CH3:26])=[C:20]([CH:24]=1)[CH2:21][N:22]([CH3:23])[C:12](=[O:14])[CH2:11][CH2:10][CH2:9][S:8][C:5]1[CH:4]=[CH:3][C:2]([F:1])=[CH:7][CH:6]=1. The yield is 0.0700. (2) The reactants are [Cl:1][C:2]1[CH:3]=[C:4]([C:12]([OH:14])=O)[CH:5]=[N:6][C:7]=1[O:8][CH:9]([CH3:11])[CH3:10].C(N(CC)CC)C.C1C=CC2N(O)N=NC=2C=1.O[NH:33][C:34](=[NH:54])[C:35]1[CH:43]=[CH:42][CH:41]=[C:40]2[C:36]=1[CH:37]=[N:38][N:39]2[CH2:44][CH2:45][C:46]([CH3:53])([CH3:52])[C:47]([O:49][CH2:50][CH3:51])=[O:48]. The catalyst is CN(C=O)C.CCOC(C)=O.C(Cl)CCl. The product is [Cl:1][C:2]1[CH:3]=[C:4]([C:12]2[O:14][N:33]=[C:34]([C:35]3[CH:43]=[CH:42][CH:41]=[C:40]4[C:36]=3[CH:37]=[N:38][N:39]4[CH2:44][CH2:45][C:46]([CH3:52])([CH3:53])[C:47]([O:49][CH2:50][CH3:51])=[O:48])[N:54]=2)[CH:5]=[N:6][C:7]=1[O:8][CH:9]([CH3:10])[CH3:11]. The yield is 0.670. (3) The reactants are ClC(=O)C(OC)=O.[C:8]([O:12][C:13]([N:15]1[CH2:20][CH2:19][C:18]([C:22]2[CH:27]=[CH:26][CH:25]=[CH:24][C:23]=2[S:28][C:29]2[CH:34]=[CH:33][C:32]([CH3:35])=[CH:31][CH:30]=2)(O)[CH2:17][CH2:16]1)=[O:14])([CH3:11])([CH3:10])[CH3:9].CCCC[SnH](CCCC)CCCC.CC(N=NC(C#N)(C)C)(C#N)C. The catalyst is CN(C)C1C=CN=CC=1.C(OCC)(=O)C.C(Cl)(Cl)Cl.CC#N. The product is [C:8]([O:12][C:13]([N:15]1[CH2:20][CH2:19][CH:18]([C:22]2[CH:27]=[CH:26][CH:25]=[CH:24][C:23]=2[S:28][C:29]2[CH:34]=[CH:33][C:32]([CH3:35])=[CH:31][CH:30]=2)[CH2:17][CH2:16]1)=[O:14])([CH3:11])([CH3:10])[CH3:9]. The yield is 0.670. (4) The reactants are [CH3:1][Zn]C.Br[C:5]1[N:9]2[CH:10]=[C:11]([C:18]3[CH:22]=[CH:21][O:20][CH:19]=3)[CH:12]=[C:13]([C:14]([F:17])([F:16])[F:15])[C:8]2=[N:7][C:6]=1[C:23]([N:25]1[CH2:30][CH2:29][CH:28]([N:31]2[CH2:35][CH2:34][O:33][C:32]2=[O:36])[CH2:27][CH2:26]1)=[O:24]. The catalyst is O1CCCC1.C1C=CC([P]([Pd]([P](C2C=CC=CC=2)(C2C=CC=CC=2)C2C=CC=CC=2)([P](C2C=CC=CC=2)(C2C=CC=CC=2)C2C=CC=CC=2)[P](C2C=CC=CC=2)(C2C=CC=CC=2)C2C=CC=CC=2)(C2C=CC=CC=2)C2C=CC=CC=2)=CC=1. The product is [O:20]1[CH:21]=[CH:22][C:18]([C:11]2[CH:12]=[C:13]([C:14]([F:17])([F:15])[F:16])[C:8]3[N:9]([C:5]([CH3:1])=[C:6]([C:23]([N:25]4[CH2:30][CH2:29][CH:28]([N:31]5[CH2:35][CH2:34][O:33][C:32]5=[O:36])[CH2:27][CH2:26]4)=[O:24])[N:7]=3)[CH:10]=2)=[CH:19]1. The yield is 0.480. (5) The reactants are [C:1]([O:5][C:6](=[O:29])[NH:7][C@H:8]([C:12]1[CH:17]=[C:16]([C:18]2[N:22]([CH:23]([F:25])[F:24])[N:21]=[CH:20][C:19]=2[N+:26]([O-])=O)[CH:15]=[CH:14][N:13]=1)[CH2:9][CH:10]=[CH2:11])([CH3:4])([CH3:3])[CH3:2].[NH4+].[Cl-]. The catalyst is CO.O.[Fe]. The product is [C:1]([O:5][C:6](=[O:29])[NH:7][C@H:8]([C:12]1[CH:17]=[C:16]([C:18]2[N:22]([CH:23]([F:25])[F:24])[N:21]=[CH:20][C:19]=2[NH2:26])[CH:15]=[CH:14][N:13]=1)[CH2:9][CH:10]=[CH2:11])([CH3:2])([CH3:3])[CH3:4]. The yield is 0.810. (6) The reactants are [CH3:1]N(C)CCNC.C([Li])CCC.[CH3:13][C:14]1[C:23]([CH3:24])=[CH:22][C:21]2[C:16](=[CH:17][CH:18]=[CH:19][CH:20]=2)[C:15]=1[CH:25]=[O:26].IC.Cl. The catalyst is O1CCCC1. The product is [CH2:13]([C:14]1[C:23]([CH3:24])=[CH:22][C:21]2[C:16](=[CH:17][CH:18]=[CH:19][CH:20]=2)[C:15]=1[CH:25]=[O:26])[CH3:1]. The yield is 0.590. (7) The reactants are C(OC1C=CC(C([O:15][C:16]2[CH:21]=[CH:20][C:19]([CH2:22][N:23]([CH2:48][C:49]([O:51][C:52]([CH3:55])([CH3:54])[CH3:53])=[O:50])[C:24](=[O:47])[C:25]3[CH:30]=[CH:29][C:28]([NH:31][C:32](=[O:46])[CH2:33][C:34]4[CH:39]=[CH:38][C:37]([O:40][CH3:41])=[CH:36][C:35]=4[C:42]([F:45])([F:44])[F:43])=[CH:27][CH:26]=3)=[CH:18][CH:17]=2)=O)=CC=1)CCCCCC.CO.[OH-].[Na+].CC(O)=O. The catalyst is C1COCC1. The product is [OH:15][C:16]1[CH:17]=[CH:18][C:19]([CH2:22][N:23]([CH2:48][C:49]([O:51][C:52]([CH3:53])([CH3:54])[CH3:55])=[O:50])[C:24](=[O:47])[C:25]2[CH:26]=[CH:27][C:28]([NH:31][C:32](=[O:46])[CH2:33][C:34]3[CH:39]=[CH:38][C:37]([O:40][CH3:41])=[CH:36][C:35]=3[C:42]([F:44])([F:45])[F:43])=[CH:29][CH:30]=2)=[CH:20][CH:21]=1. The yield is 0.880. (8) The reactants are Br[CH:2]=[C:3]1[C:9]2[CH:10]=[CH:11][CH:12]=[C:13]([F:14])[C:8]=2[CH2:7][O:6][C:5]2[CH:15]=[C:16]([F:19])[CH:17]=[CH:18][C:4]1=2.CC1(C)C(C)(C)OB([C:28]2[CH:37]=[CH:36][C:31]3[NH:32][C:33](=[O:35])[NH:34][C:30]=3[CH:29]=2)O1.C([O-])([O-])=O.[Na+].[Na+]. The catalyst is C1C=CC([P]([Pd]([P](C2C=CC=CC=2)(C2C=CC=CC=2)C2C=CC=CC=2)([P](C2C=CC=CC=2)(C2C=CC=CC=2)C2C=CC=CC=2)[P](C2C=CC=CC=2)(C2C=CC=CC=2)C2C=CC=CC=2)(C2C=CC=CC=2)C2C=CC=CC=2)=CC=1.O1CCOCC1. The product is [F:19][C:16]1[CH:17]=[CH:18][C:4]2[C:3](=[CH:2][C:28]3[CH:37]=[CH:36][C:31]4[NH:32][C:33](=[O:35])[NH:34][C:30]=4[CH:29]=3)[C:9]3[CH:10]=[CH:11][CH:12]=[C:13]([F:14])[C:8]=3[CH2:7][O:6][C:5]=2[CH:15]=1. The yield is 0.740.